Dataset: Peptide-MHC class II binding affinity with 134,281 pairs from IEDB. Task: Regression. Given a peptide amino acid sequence and an MHC pseudo amino acid sequence, predict their binding affinity value. This is MHC class II binding data. (1) The peptide sequence is LYYLFNQHIKKELYH. The MHC is DRB1_1501 with pseudo-sequence DRB1_1501. The binding affinity (normalized) is 0.264. (2) The binding affinity (normalized) is 0.179. The MHC is DRB1_0301 with pseudo-sequence DRB1_0301. The peptide sequence is MKRPSREKQDKKIFTE. (3) The peptide sequence is AAFLHATDLLPAYAA. The MHC is HLA-DQA10102-DQB10602 with pseudo-sequence HLA-DQA10102-DQB10602. The binding affinity (normalized) is 0.875. (4) The peptide sequence is NSQDHGWDLNAASAY. The MHC is DRB1_0802 with pseudo-sequence DRB1_0802. The binding affinity (normalized) is 0.198.